This data is from Reaction yield outcomes from USPTO patents with 853,638 reactions. The task is: Predict the reaction yield, written as a fraction of the theoretical maximum amount of product (1.0 means a 100% yield; for example, 0.34 means a 34% yield). (1) The reactants are F[C:2]1[CH:10]=[C:9]([F:11])[C:8]([F:12])=[CH:7][C:3]=1[C:4]([OH:6])=[O:5].[F:13][C:14]1[CH:20]=[C:19]([I:21])[CH:18]=[CH:17][C:15]=1[NH2:16].[NH2-].[Li+].Cl. The catalyst is C(#N)C. The product is [F:11][C:9]1[C:8]([F:12])=[CH:7][C:3]([C:4]([OH:6])=[O:5])=[C:2]([NH:16][C:15]2[CH:17]=[CH:18][C:19]([I:21])=[CH:20][C:14]=2[F:13])[CH:10]=1. The yield is 0.430. (2) The reactants are C([O-])(=O)C.[Na+].[B:15]1([B:15]2[O:19][C:18]([CH3:21])([CH3:20])[C:17]([CH3:23])([CH3:22])[O:16]2)[O:19][C:18]([CH3:21])([CH3:20])[C:17]([CH3:23])([CH3:22])[O:16]1.Br[C:25]1[CH:34]=[C:33]2[C:28]([CH2:29][CH:30]([NH:37][C:38](=[O:44])[O:39][C:40]([CH3:43])([CH3:42])[CH3:41])[C:31](=[O:36])[N:32]2O)=[CH:27][CH:26]=1. The catalyst is CS(C)=O. The product is [O:36]=[C:31]1[CH:30]([NH:37][C:38](=[O:44])[O:39][C:40]([CH3:42])([CH3:41])[CH3:43])[CH2:29][C:28]2[C:33](=[CH:34][C:25]([B:15]3[O:16][C:17]([CH3:22])([CH3:23])[C:18]([CH3:20])([CH3:21])[O:19]3)=[CH:26][CH:27]=2)[NH:32]1. The yield is 0.410. (3) The reactants are [C:1]([C:3]1[CH:11]=[CH:10][CH:9]=[C:8]2[C:4]=1[CH2:5][N:6]([CH:13]([CH2:21][CH2:22][C:23](=[O:25])[NH2:24])[C:14]([O:16]C(C)(C)C)=[O:15])[C:7]2=[O:12])#[N:2].FC(F)(F)C(O)=O. No catalyst specified. The product is [C:1]([C:3]1[CH:11]=[CH:10][CH:9]=[C:8]2[C:4]=1[CH2:5][N:6]([CH:13]([CH2:21][CH2:22][C:23](=[O:25])[NH2:24])[C:14]([OH:16])=[O:15])[C:7]2=[O:12])#[N:2]. The yield is 0.890. (4) No catalyst specified. The yield is 0.960. The reactants are [Cl:1]C1C(C)=C(C=CC=1)N.C1(NC(=O)C)C2CCCCC=2C=CC=1.[Br:24][C:25]1[C:34]2CCC[CH2:30][C:29]=2[C:28]([NH:35][C:36](=[O:38])[CH3:37])=[CH:27][CH:26]=1. The product is [Br:24][C:25]1[CH:26]=[CH:27][C:28]([NH:35][C:36](=[O:38])[CH3:37])=[C:29]([CH3:30])[C:34]=1[Cl:1]. (5) The reactants are [Cl:1][C:2]1[C:3]([C:11]([CH:13]2[CH2:18][CH2:17][CH2:16][CH2:15][CH2:14]2)=O)=[C:4]2[CH:10]=[CH:9][NH:8][C:5]2=[N:6][CH:7]=1.[NH2:19][NH2:20].CC(O)=O. The catalyst is CCO. The product is [Cl:1][C:2]1[C:3]([C:11]([CH:13]2[CH2:18][CH2:17][CH2:16][CH2:15][CH2:14]2)=[N:19][NH2:20])=[C:4]2[CH:10]=[CH:9][NH:8][C:5]2=[N:6][CH:7]=1. The yield is 0.480. (6) The reactants are Br[C:2]1[S:6][C:5]([S:7]([NH:10][CH2:11][CH2:12][O:13][CH3:14])(=[O:9])=[O:8])=[CH:4][CH:3]=1.[CH3:15][C:16]1([CH3:32])[C:20]([CH3:22])([CH3:21])[O:19][B:18]([B:18]2[O:19][C:20]([CH3:22])([CH3:21])[C:16]([CH3:32])([CH3:15])[O:17]2)[O:17]1.CC([O-])=O.[K+]. The catalyst is O1CCOCC1.C1C=CC(P(C2C=CC=CC=2)[C-]2C=CC=C2)=CC=1.C1C=CC(P(C2C=CC=CC=2)[C-]2C=CC=C2)=CC=1.Cl[Pd]Cl.[Fe+2]. The product is [CH3:14][O:13][CH2:12][CH2:11][NH:10][S:7]([C:5]1[S:6][C:2]([B:18]2[O:19][C:20]([CH3:22])([CH3:21])[C:16]([CH3:32])([CH3:15])[O:17]2)=[CH:3][CH:4]=1)(=[O:9])=[O:8]. The yield is 0.620. (7) The reactants are [F:1][CH:2]([F:17])[C:3]1[N:7]=[N:6][N:5]([C:8]2[CH:13]=[CH:12][C:11]([F:14])=[CH:10][CH:9]=2)[C:4]=1[CH2:15][OH:16].C(=O)([O-])[O-].[Cs+].[Cs+].Cl[C:25]1[N:30]=[N:29][C:28]([C:31]([NH2:33])=[O:32])=[CH:27][CH:26]=1.O. The catalyst is CN(C=O)C. The product is [F:17][CH:2]([F:1])[C:3]1[N:7]=[N:6][N:5]([C:8]2[CH:9]=[CH:10][C:11]([F:14])=[CH:12][CH:13]=2)[C:4]=1[CH2:15][O:16][C:25]1[N:30]=[N:29][C:28]([C:31]([NH2:33])=[O:32])=[CH:27][CH:26]=1. The yield is 0.750. (8) The reactants are [C:1]1([CH2:7][CH2:8][C:9]([O:11][CH2:12][C@@H:13]2[C@@H:17]([O:18]C(OCC=C)=O)[C:16]([F:26])([F:25])[C@H:15]([N:27]3[CH:32]=[CH:31][C:30]([NH:33]C(OCC=C)=O)=[N:29][C:28]3=[O:40])[O:14]2)=[O:10])[CH:6]=[CH:5][CH:4]=[CH:3][CH:2]=1.C1(P(C2C=CC=CC=2)C2C=CC=CC=2)C=CC=CC=1.C(CN)O.C(O)=O. The catalyst is C1COCC1.CC#N.O.C1(P(C2C=CC=CC=2)C2C=CC=CC=2)C=CC=CC=1.C1(P(C2C=CC=CC=2)C2C=CC=CC=2)C=CC=CC=1.C1(P(C2C=CC=CC=2)C2C=CC=CC=2)C=CC=CC=1.C1(P(C2C=CC=CC=2)C2C=CC=CC=2)C=CC=CC=1.[Pd]. The product is [NH2:33][C:30]1[CH:31]=[CH:32][N:27]([C@H:15]2[C:16]([F:25])([F:26])[C@H:17]([OH:18])[C@@H:13]([CH2:12][O:11][C:9](=[O:10])[CH2:8][CH2:7][C:1]3[CH:6]=[CH:5][CH:4]=[CH:3][CH:2]=3)[O:14]2)[C:28](=[O:40])[N:29]=1. The yield is 0.330. (9) The reactants are [C:1]1([C@@H:7]2[NH:11][C@H:10]([CH2:12][O:13][C:14]3[CH:23]=[CH:22][C:17]([C:18]([O:20][CH3:21])=[O:19])=[CH:16][CH:15]=3)[CH2:9][CH2:8]2)[CH:6]=[CH:5][CH:4]=[CH:3][CH:2]=1.[Cl:24][C:25]1[CH:30]=[CH:29][CH:28]=[CH:27][C:26]=1[NH:31][C:32](=[O:46])[NH:33][C:34]1[CH:39]=[CH:38][C:37]([CH2:40][C:41](O)=[O:42])=[CH:36][C:35]=1[O:44][CH3:45].CCN=C=NCCCN(C)C.Cl.O. The catalyst is CN(C=O)C. The product is [Cl:24][C:25]1[CH:30]=[CH:29][CH:28]=[CH:27][C:26]=1[NH:31][C:32](=[O:46])[NH:33][C:34]1[CH:39]=[CH:38][C:37]([CH2:40][C:41]([N:11]2[C@@H:7]([C:1]3[CH:2]=[CH:3][CH:4]=[CH:5][CH:6]=3)[CH2:8][CH2:9][C@H:10]2[CH2:12][O:13][C:14]2[CH:15]=[CH:16][C:17]([C:18]([O:20][CH3:21])=[O:19])=[CH:22][CH:23]=2)=[O:42])=[CH:36][C:35]=1[O:44][CH3:45]. The yield is 0.900.